Predict the reactants needed to synthesize the given product. From a dataset of Full USPTO retrosynthesis dataset with 1.9M reactions from patents (1976-2016). (1) Given the product [CH3:52][O:51][C:49]1[CH:50]=[C:45]([C:42]2[CH:41]=[CH:40][C:39]([NH:38][CH2:37][CH2:36][CH2:35][N:34]([CH3:62])[CH2:33][CH2:32][CH2:30][NH:29][C:26]3[CH:27]=[CH:28][C:23]([C:11]4[CH:12]=[C:13]([O:21][CH3:22])[C:14]([O:15][CH2:16][C:17]([F:18])([F:19])[F:20])=[C:9]([O:8][CH3:7])[CH:10]=4)=[N:24][CH:25]=3)=[CH:44][N:43]=2)[CH:46]=[C:47]([O:59][CH3:60])[C:48]=1[O:53][CH2:54][C:55]([F:56])([F:57])[F:58], predict the reactants needed to synthesize it. The reactants are: [H-].[Al+3].[Li+].[H-].[H-].[H-].[CH3:7][O:8][C:9]1[CH:10]=[C:11]([C:23]2[CH:28]=[CH:27][C:26]([NH:29][C:30]([CH2:32][CH2:33][N:34]([CH3:62])[CH2:35][CH2:36][C:37](=O)[NH:38][C:39]3[CH:40]=[CH:41][C:42]([C:45]4[CH:50]=[C:49]([O:51][CH3:52])[C:48]([O:53][CH2:54][C:55]([F:58])([F:57])[F:56])=[C:47]([O:59][CH3:60])[CH:46]=4)=[N:43][CH:44]=3)=O)=[CH:25][N:24]=2)[CH:12]=[C:13]([O:21][CH3:22])[C:14]=1[O:15][CH2:16][C:17]([F:20])([F:19])[F:18].CO. (2) Given the product [S:12]([C:2]1[CH:9]=[CH:8][C:5]([CH:6]=[O:7])=[CH:4][CH:3]=1)[C:10]#[N:11], predict the reactants needed to synthesize it. The reactants are: I[C:2]1[CH:9]=[CH:8][C:5]([CH:6]=[O:7])=[CH:4][CH:3]=1.[C:10]([S-:12])#[N:11].[K+].CN(C=O)C. (3) Given the product [O:17]1[CH2:18][CH2:19][O:20][CH:16]1[C:12]1[CH:11]=[C:10]([NH:1][C:2]2[CH:7]=[CH:6][CH:5]=[C:4]([CH3:8])[CH:3]=2)[CH:15]=[CH:14][CH:13]=1, predict the reactants needed to synthesize it. The reactants are: [NH2:1][C:2]1[CH:7]=[CH:6][CH:5]=[C:4]([CH3:8])[CH:3]=1.Br[C:10]1[CH:11]=[C:12]([CH:16]2[O:20][CH2:19][CH2:18][O:17]2)[CH:13]=[CH:14][CH:15]=1.CC(C)([O-])C.[Na+]. (4) The reactants are: FC(F)(F)C(O)=O.C(OC([N:15]1[CH2:20][CH2:19][C:18]([C:29]#[N:30])([CH2:21][C:22]2[CH:27]=[CH:26][C:25]([F:28])=[CH:24][CH:23]=2)[CH2:17][CH2:16]1)=O)(C)(C)C. Given the product [F:28][C:25]1[CH:26]=[CH:27][C:22]([CH2:21][C:18]2([C:29]#[N:30])[CH2:19][CH2:20][NH:15][CH2:16][CH2:17]2)=[CH:23][CH:24]=1, predict the reactants needed to synthesize it. (5) Given the product [Cl:1][C:2]1[C:10]([O:11][CH2:12][CH2:13][N:14]2[CH:18]=[N:17][N:16]=[N:15]2)=[C:9]([Cl:19])[CH:8]=[CH:7][C:3]=1[C:4]([O:6][C:8]1[CH2:7][CH2:3][CH2:2][C:10](=[O:11])[CH:9]=1)=[O:5], predict the reactants needed to synthesize it. The reactants are: [Cl:1][C:2]1[C:10]([O:11][CH2:12][CH2:13][N:14]2[CH:18]=[N:17][N:16]=[N:15]2)=[C:9]([Cl:19])[CH:8]=[CH:7][C:3]=1[C:4]([OH:6])=[O:5].S(Cl)(Cl)=O.